This data is from Reaction yield outcomes from USPTO patents with 853,638 reactions. The task is: Predict the reaction yield, written as a fraction of the theoretical maximum amount of product (1.0 means a 100% yield; for example, 0.34 means a 34% yield). (1) The reactants are [CH3:1][C:2]1[C:3]([CH3:35])=[CH:4][C:5]2[N:14]([CH2:15][CH:16]([NH:24]C(=O)OC(C)(C)C)[CH2:17][C:18]3[CH:23]=[CH:22][CH:21]=[CH:20][CH:19]=3)[C:13]3[C:8]([C:9](=[O:33])[NH:10][C:11](=[O:32])[N:12]=3)=[N:7][C:6]=2[CH:34]=1.C(O)(C(F)(F)F)=O. The catalyst is C(Cl)Cl. The product is [NH2:24][CH:16]([CH2:17][C:18]1[CH:19]=[CH:20][CH:21]=[CH:22][CH:23]=1)[CH2:15][N:14]1[C:13]2[C:8]([C:9](=[O:33])[NH:10][C:11](=[O:32])[N:12]=2)=[N:7][C:6]2[CH:34]=[C:2]([CH3:1])[C:3]([CH3:35])=[CH:4][C:5]1=2. The yield is 0.830. (2) The reactants are [CH2:1]([O:8][C:9]1[CH:14]=[CH:13][C:12]([F:15])=[C:11]([F:16])[C:10]=1[CH2:17][CH2:18][I:19])[C:2]1[CH:7]=[CH:6][CH:5]=[CH:4][CH:3]=1.[CH:20]1[CH:25]=[CH:24][C:23]([P:26]([C:33]2[CH:38]=[CH:37][CH:36]=[CH:35][CH:34]=2)[C:27]2[CH:32]=[CH:31][CH:30]=[CH:29][CH:28]=2)=[CH:22][CH:21]=1. The catalyst is C1(C)C(C)=CC=CC=1. The product is [I-:19].[CH2:1]([O:8][C:9]1[C:10]([CH2:17][CH2:18][P+:26]([C:27]2[CH:28]=[CH:29][CH:30]=[CH:31][CH:32]=2)([C:33]2[CH:38]=[CH:37][CH:36]=[CH:35][CH:34]=2)[C:23]2[CH:22]=[CH:21][CH:20]=[CH:25][CH:24]=2)=[C:11]([F:16])[C:12]([F:15])=[CH:13][CH:14]=1)[C:2]1[CH:7]=[CH:6][CH:5]=[CH:4][CH:3]=1. The yield is 0.490. (3) The reactants are [NH2:1][C:2]1[N:3]=[CH:4][C:5]([C:17]2[CH:22]=[CH:21][C:20]([C:23]([N:25]3[CH2:30][CH2:29][N:28]([CH3:31])[CH2:27][CH2:26]3)=[O:24])=[CH:19][CH:18]=2)=[N:6][C:7]=1[C:8]1[O:9][C:10]2[CH:15]=[CH:14][N:13]=[CH:12][C:11]=2[N:16]=1.CO.[C:34]([OH:41])(=[O:40])/[CH:35]=[CH:36]\[C:37]([OH:39])=[O:38]. The catalyst is ClCCl. The product is [C:34]([OH:41])(=[O:40])/[CH:35]=[CH:36]\[C:37]([OH:39])=[O:38].[NH2:1][C:2]1[N:3]=[CH:4][C:5]([C:17]2[CH:18]=[CH:19][C:20]([C:23]([N:25]3[CH2:30][CH2:29][N:28]([CH3:31])[CH2:27][CH2:26]3)=[O:24])=[CH:21][CH:22]=2)=[N:6][C:7]=1[C:8]1[O:9][C:10]2[CH:15]=[CH:14][N:13]=[CH:12][C:11]=2[N:16]=1. The yield is 0.800. (4) The reactants are O=P12OP3(OP(OP(O3)(O1)=O)(=O)O2)=O.[OH:15][CH:16]([C:33]1[CH:38]=[CH:37][CH:36]=[CH:35][C:34]=1[O:39][CH3:40])[CH2:17][O:18][C:19]1[CH:32]=[CH:31][C:22]([CH2:23][CH:24]2[S:28][C:27](=[O:29])[NH:26][C:25]2=[O:30])=[CH:21][CH:20]=1.CS(C)=O.C(N(CC)C(C)C)(C)C.C([O-])(O)=O.[Na+]. The catalyst is C(Cl)Cl. The product is [CH3:40][O:39][C:34]1[CH:35]=[CH:36][CH:37]=[CH:38][C:33]=1[C:16](=[O:15])[CH2:17][O:18][C:19]1[CH:32]=[CH:31][C:22]([CH2:23][CH:24]2[S:28][C:27](=[O:29])[NH:26][C:25]2=[O:30])=[CH:21][CH:20]=1. The yield is 0.880. (5) The reactants are [H-].[Na+].[C:3]1([C:26]2[CH:31]=[CH:30][CH:29]=[CH:28][CH:27]=2)[CH:8]=[CH:7][C:6]([C:9]([N:11]2[CH2:17][C:16]3[CH:18]=[CH:19][CH:20]=[N:21][C:15]=3[NH:14][C:13]3[CH:22]=[CH:23][CH:24]=[CH:25][C:12]2=3)=[O:10])=[CH:5][CH:4]=1.[CH3:32]I. The catalyst is CCCCCC.ClCCl. The product is [CH2:9]=[O:10].[C:3]1([C:26]2[CH:31]=[CH:30][CH:29]=[CH:28][CH:27]=2)[CH:4]=[CH:5][C:6]([C:9]([N:11]2[CH2:17][C:16]3[CH:18]=[CH:19][CH:20]=[N:21][C:15]=3[N:14]([CH3:32])[C:13]3[CH:22]=[CH:23][CH:24]=[CH:25][C:12]2=3)=[O:10])=[CH:7][CH:8]=1. The yield is 0.613. (6) The reactants are [CH2:1]([O:3][C:4]([C:6]1[S:10][C:9]([NH2:11])=[N:8][C:7]=1[CH3:12])=[O:5])[CH3:2].C(N(CC)CC)C.[C:20]([Si:24]([CH3:37])([CH3:36])[O:25][C:26]1[CH:27]=[C:28]([CH2:32][C:33](O)=[O:34])[CH:29]=[CH:30][CH:31]=1)([CH3:23])([CH3:22])[CH3:21].CCCP1(OP(CCC)(=O)OP(CCC)(=O)O1)=O.C(OCC)(=O)C. The catalyst is C1COCC1.O. The product is [CH2:1]([O:3][C:4]([C:6]1[S:10][C:9]([NH:11][C:33](=[O:34])[CH2:32][C:28]2[CH:29]=[CH:30][CH:31]=[C:26]([O:25][Si:24]([C:20]([CH3:22])([CH3:21])[CH3:23])([CH3:36])[CH3:37])[CH:27]=2)=[N:8][C:7]=1[CH3:12])=[O:5])[CH3:2]. The yield is 0.674. (7) The reactants are [Cl:1][C:2]1[CH:10]=[CH:9][CH:8]=[C:7]([Cl:11])[C:3]=1[CH:4]=[N:5][OH:6].ClN1C(=O)CCC1=O.[CH:20]1([C:24](=O)[CH2:25][C:26]([O:28][CH2:29][CH3:30])=[O:27])[CH2:23][CH2:22][CH2:21]1.[O-]CC.[Na+].C(O)C. The catalyst is CN(C=O)C.O1CCCC1.O. The product is [CH:20]1([C:24]2[O:6][N:5]=[C:4]([C:3]3[C:2]([Cl:1])=[CH:10][CH:9]=[CH:8][C:7]=3[Cl:11])[C:25]=2[C:26]([O:28][CH2:29][CH3:30])=[O:27])[CH2:21][CH2:22][CH2:23]1. The yield is 0.380. (8) The reactants are [CH2:1]([N:4]([C:21]1[CH:26]=[CH:25][CH:24]=[CH:23][CH:22]=1)[C:5](=[O:20])[CH:6]([NH:12][C:13](=[O:19])[O:14][C:15]([CH3:18])([CH3:17])[CH3:16])[C:7](C)([CH3:10])[CH:8]=C)[CH:2]=[CH2:3]. The catalyst is Cl[Ru](=C1N(C2C(C)=CC(C)=CC=2C)CCN1C1C(C)=CC(C)=CC=1C)(Cl)(=CC1C=CC=CC=1)[P](C1CCCCC1)(C1CCCCC1)C1CCCCC1.ClCCCl. The product is [CH3:8][C:7]1([CH3:10])[CH:6]([NH:12][C:13](=[O:19])[O:14][C:15]([CH3:18])([CH3:16])[CH3:17])[C:5](=[O:20])[N:4]([C:21]2[CH:22]=[CH:23][CH:24]=[CH:25][CH:26]=2)[CH2:1][CH:2]=[CH:3]1. The yield is 0.270. (9) The reactants are [C:1]1([C:11]([C:13]2[CH:18]=[CH:17][CH:16]=[CH:15][CH:14]=2)=O)[C:10]2[C:5](=[CH:6][CH:7]=[CH:8][CH:9]=2)C=[CH:3][CH:2]=1.C([O-])(=O)C.[NH4+].[BH3-][C:25]#[N:26].[Na+].Cl. The product is [CH:11]1[C:13]2[C:18](=[CH:17][CH:16]=[CH:15][CH:14]=2)[CH:3]=[CH:2][C:1]=1[C:10]1([CH:5]=[CH:6][CH:7]=[CH:8][CH2:9]1)[CH2:25][NH2:26]. The catalyst is CO. The yield is 0.0800. (10) The reactants are [Cl:1][C:2]1[CH:7]=[CH:6][CH:5]=[C:4]([N+:8]([O-:10])=[O:9])[C:3]=1Cl.[C:12]([O:16][C:17]([N:19]1[CH2:24][CH2:23][NH:22][CH2:21][CH2:20]1)=[O:18])([CH3:15])([CH3:14])[CH3:13].C([O-])([O-])=O.[K+].[K+]. The catalyst is C(#N)C. The product is [C:12]([O:16][C:17]([N:19]1[CH2:24][CH2:23][N:22]([C:3]2[C:4]([N+:8]([O-:10])=[O:9])=[CH:5][CH:6]=[CH:7][C:2]=2[Cl:1])[CH2:21][CH2:20]1)=[O:18])([CH3:15])([CH3:13])[CH3:14]. The yield is 0.700.